The task is: Predict the product of the given reaction.. This data is from Forward reaction prediction with 1.9M reactions from USPTO patents (1976-2016). (1) Given the reactants [H-].C([Al+]CC(C)C)C(C)C.[CH2:11]([N:13]1[C:21]2[C:16](=[CH:17][CH:18]=[CH:19][CH:20]=2)[C:15]2[CH:22]=[C:23]([C:26]#N)[CH:24]=[N:25][C:14]1=2)[CH3:12].S(=O)(=O)(O)[OH:29].C(=O)([O-])O.[Na+], predict the reaction product. The product is: [CH2:11]([N:13]1[C:21]2[C:16](=[CH:17][CH:18]=[CH:19][CH:20]=2)[C:15]2[CH:22]=[C:23]([CH:26]=[O:29])[CH:24]=[N:25][C:14]1=2)[CH3:12]. (2) The product is: [CH3:38][N:37]([CH3:39])[CH2:36][CH2:35][N:33]([CH3:34])[C:31]([C:16]1[CH:17]=[C:18]2[C:23](=[C:14]([CH:12]([N:6]([C:5]3[CH:8]=[CH:9][C:2]([F:1])=[CH:3][CH:4]=3)[CH3:7])[CH3:13])[CH:15]=1)[O:22][C:21]([N:24]1[CH2:25][CH2:26][O:27][CH2:28][CH2:29]1)=[CH:20][C:19]2=[O:30])=[O:32]. Given the reactants [F:1][C:2]1[CH:9]=[CH:8][C:5]([NH:6][CH3:7])=[CH:4][CH:3]=1.Br.Br[CH:12]([C:14]1[CH:15]=[C:16]([C:31]([N:33]([CH2:35][CH2:36][N:37]([CH3:39])[CH3:38])[CH3:34])=[O:32])[CH:17]=[C:18]2[C:23]=1[O:22][C:21]([N:24]1[CH2:29][CH2:28][O:27][CH2:26][CH2:25]1)=[CH:20][C:19]2=[O:30])[CH3:13], predict the reaction product. (3) Given the reactants [NH2:1][CH2:2][CH2:3][C:4]1[CH:9]=[CH:8][C:7]([CH:10]([CH3:19])[CH2:11][NH:12][S:13]([CH:16]([CH3:18])[CH3:17])(=[O:15])=[O:14])=[CH:6][CH:5]=1.[CH3:20][S:21](Cl)(=[O:23])=[O:22].C1CCN2C(=NCCC2)CC1, predict the reaction product. The product is: [NH2:1][CH2:2][CH2:3][C:4]1[CH:5]=[CH:6][C:7]([CH:10]([CH3:19])[CH2:11][NH:12][S:13]([CH:16]([CH3:18])[CH3:17])(=[O:15])=[O:14])=[CH:8][CH:9]=1.[CH3:17][CH:16]([S:13]([NH:12][CH2:11][CH:10]([C:7]1[CH:6]=[CH:5][C:4]([CH2:3][CH2:2][NH:1][S:21]([CH3:20])(=[O:23])=[O:22])=[CH:9][CH:8]=1)[CH3:19])(=[O:15])=[O:14])[CH3:18]. (4) Given the reactants O=S(Cl)Cl.C(OC([NH:12][C@@H:13]([CH2:19][C:20]1[CH:25]=[CH:24][CH:23]=[CH:22][CH:21]=1)[C@H:14]([OH:18])[C:15]([OH:17])=[O:16])=O)(C)(C)C.[CH2:26](O)[CH3:27], predict the reaction product. The product is: [CH2:26]([O:17][C:15](=[O:16])[C@@H:14]([OH:18])[C@@H:13]([NH2:12])[CH2:19][C:20]1[CH:21]=[CH:22][CH:23]=[CH:24][CH:25]=1)[CH3:27]. (5) The product is: [NH:11]1[C:15]2[CH:16]=[CH:17][CH:18]=[CH:19][C:14]=2[N:13]=[C:12]1[C:20]1[C:21]([CH3:27])=[C:22]([NH:23][C:53](=[O:68])[C:54]2[CH:59]=[CH:58][C:57]([N:60]3[CH2:61][C@@H:62]([CH3:67])[O:63][C@@H:64]([CH3:66])[CH2:65]3)=[N:56][CH:55]=2)[CH:24]=[CH:25][CH:26]=1. Given the reactants ClC1C=CC(C(O)=O)=CN=1.[NH:11]1[C:15]2[CH:16]=[CH:17][CH:18]=[CH:19][C:14]=2[N:13]=[C:12]1[C:20]1[C:21]([CH3:27])=[C:22]([CH:24]=[CH:25][CH:26]=1)[NH2:23].C[C@@H]1O[C@H](C)CNC1.N1C2C=CC=CC=2N=C1C1C=C(N[C:53](=[O:68])[C:54]2[CH:59]=[CH:58][C:57]([N:60]3[CH2:65][C@@H:64]([CH3:66])[O:63][C@@H:62]([CH3:67])[CH2:61]3)=[N:56][CH:55]=2)C=CC=1Cl, predict the reaction product.